This data is from Full USPTO retrosynthesis dataset with 1.9M reactions from patents (1976-2016). The task is: Predict the reactants needed to synthesize the given product. (1) Given the product [N:13]([C:6]1[CH:7]=[C:8]([C:9]([F:12])([F:10])[F:11])[C:3]([C:1]#[N:2])=[N:4][CH:5]=1)=[C:14]=[S:15], predict the reactants needed to synthesize it. The reactants are: [C:1]([C:3]1[C:8]([C:9]([F:12])([F:11])[F:10])=[CH:7][C:6]([NH2:13])=[CH:5][N:4]=1)#[N:2].[C:14](Cl)(Cl)=[S:15]. (2) Given the product [CH2:11]([C:10]1[N:14]=[CH:1][C:3]2[C:4](=[CH:5][CH:6]=[CH:7][CH:8]=2)[N:9]=1)[CH3:12], predict the reactants needed to synthesize it. The reactants are: [CH:1]([C:3]1[CH:8]=[CH:7][CH:6]=[CH:5][C:4]=1[NH:9][C:10](=O)[CH2:11][CH3:12])=O.[NH3:14]. (3) The reactants are: [O:1]=[C:2]1[CH:7]=[C:6]([C:8]2[CH:13]=[CH:12][C:11]([C:14]([F:17])([F:16])[F:15])=[CH:10][N:9]=2)[CH:5]=[CH:4][N:3]1[C:18]1[CH:23]=[CH:22][C:21]2[C:24]3[CH2:30][CH2:29][CH2:28][N:27](C(OC(C)(C)C)=O)[CH2:26][C:25]=3[S:38][C:20]=2[CH:19]=1.Cl. Given the product [CH2:26]1[C:25]2[S:38][C:20]3[CH:19]=[C:18]([N:3]4[CH:4]=[CH:5][C:6]([C:8]5[CH:13]=[CH:12][C:11]([C:14]([F:17])([F:16])[F:15])=[CH:10][N:9]=5)=[CH:7][C:2]4=[O:1])[CH:23]=[CH:22][C:21]=3[C:24]=2[CH2:30][CH2:29][CH2:28][NH:27]1, predict the reactants needed to synthesize it. (4) Given the product [CH3:32][N:33]([CH2:2][C:3]1[CH:4]=[C:5]([C:9]2[O:13][C:12]([C:14]([NH:16][C:17]3[C:21]4[CH:22]=[C:23]([F:27])[CH:24]=[C:25]([F:26])[C:20]=4[O:19][C:18]=3[C:28]([NH2:30])=[O:29])=[O:15])=[CH:11][CH:10]=2)[CH:6]=[CH:7][CH:8]=1)[CH3:34], predict the reactants needed to synthesize it. The reactants are: Cl[CH2:2][C:3]1[CH:4]=[C:5]([C:9]2[O:13][C:12]([C:14]([NH:16][C:17]3[C:21]4[CH:22]=[C:23]([F:27])[CH:24]=[C:25]([F:26])[C:20]=4[O:19][C:18]=3[C:28]([NH2:30])=[O:29])=[O:15])=[CH:11][CH:10]=2)[CH:6]=[CH:7][CH:8]=1.Cl.[CH3:32][NH:33][CH3:34].CN1CCOCC1.C(C1C=CC=CC=1C=C)=C. (5) Given the product [C:27]([N:15]([N:9]1[C:8](=[O:20])[C:7]2[C:12](=[CH:13][C:4]([CH:1]([CH3:3])[CH3:2])=[C:5]([C:21]3[N:22]([CH3:26])[N:23]=[CH:24][CH:25]=3)[CH:6]=2)[N:11]([C:8](=[O:20])[CH2:7][CH2:6][CH3:5])[C:10]1=[O:14])[S:16]([CH3:19])(=[O:17])=[O:18])(=[O:31])[CH2:28][CH2:29][CH3:30], predict the reactants needed to synthesize it. The reactants are: [CH:1]([C:4]1[CH:13]=[C:12]2[C:7]([C:8](=[O:20])[N:9]([NH:15][S:16]([CH3:19])(=[O:18])=[O:17])[C:10](=[O:14])[NH:11]2)=[CH:6][C:5]=1[C:21]1[N:22]([CH3:26])[N:23]=[CH:24][CH:25]=1)([CH3:3])[CH3:2].[C:27](Cl)(=[O:31])[CH2:28][CH2:29][CH3:30]. (6) Given the product [NH2:7][C:6]1[N:24]([CH2:25][CH:26]([OH:28])[CH3:27])[C:11]([C:12]2[CH:13]=[CH:14][CH:15]=[CH:16][CH:17]=2)=[N:1][C:2]=1[C:3]([NH2:5])=[O:4], predict the reactants needed to synthesize it. The reactants are: [NH2:1][CH:2]([C:6]#[N:7])[C:3]([NH2:5])=[O:4].CCO[C:11](OCC)(OCC)[C:12]1[CH:17]=[CH:16][CH:15]=[CH:14][CH:13]=1.[NH2:24][CH2:25][CH:26]([OH:28])[CH3:27]. (7) Given the product [CH:30]1([C:28]#[C:29][C:2]2[C:23]([O:24][CH:25]([CH3:27])[CH3:26])=[CH:22][C:5]([C:6]([NH:8][S:9]([C:12]3[CH:17]=[CH:16][CH:15]=[CH:14][C:13]=3[S:18](=[O:21])(=[O:20])[NH2:19])(=[O:11])=[O:10])=[O:7])=[CH:4][N:3]=2)[CH2:32][CH2:31]1, predict the reactants needed to synthesize it. The reactants are: Cl[C:2]1[C:23]([O:24][CH:25]([CH3:27])[CH3:26])=[CH:22][C:5]([C:6]([NH:8][S:9]([C:12]2[CH:17]=[CH:16][CH:15]=[CH:14][C:13]=2[S:18](=[O:21])(=[O:20])[NH2:19])(=[O:11])=[O:10])=[O:7])=[CH:4][N:3]=1.[C:28]([CH:30]1[CH2:32][CH2:31]1)#[CH:29].